From a dataset of Reaction yield outcomes from USPTO patents with 853,638 reactions. Predict the reaction yield, written as a fraction of the theoretical maximum amount of product (1.0 means a 100% yield; for example, 0.34 means a 34% yield). (1) The reactants are [CH3:1][O:2][C:3]([C:5]1[S:9][C:8]([CH2:10]Br)=[N:7][C:6]=1[C:12]1[CH:17]=[CH:16][C:15]([O:18][CH3:19])=[CH:14][CH:13]=1)=[O:4].[F:20][C:21]1[C:29]([OH:30])=[CH:28][CH:27]=[C:26]([F:31])[C:22]=1[C:23]([NH2:25])=[O:24].C(=O)([O-])[O-].[K+].[K+]. The catalyst is CN(C=O)C. The product is [CH3:1][O:2][C:3]([C:5]1[S:9][C:8]([CH2:10][O:30][C:29]2[CH:28]=[CH:27][C:26]([F:31])=[C:22]([C:23](=[O:24])[NH2:25])[C:21]=2[F:20])=[N:7][C:6]=1[C:12]1[CH:17]=[CH:16][C:15]([O:18][CH3:19])=[CH:14][CH:13]=1)=[O:4]. The yield is 0.400. (2) The product is [CH3:1][O:2][C:3]([C:5]1[CH:10]=[C:9]([NH:32][CH2:31][CH2:30][C:27]2[CH:28]=[CH:29][C:24]([O:23][CH3:22])=[CH:25][CH:26]=2)[N:8]=[C:7]([Cl:12])[N:6]=1)=[O:4]. The reactants are [CH3:1][O:2][C:3]([C:5]1[CH:10]=[C:9](Cl)[N:8]=[C:7]([Cl:12])[N:6]=1)=[O:4].C(N(CC)C(C)C)(C)C.[CH3:22][O:23][C:24]1[CH:29]=[CH:28][C:27]([CH2:30][CH2:31][NH2:32])=[CH:26][CH:25]=1.O. The catalyst is C1COCC1. The yield is 0.645. (3) The reactants are [C:1]([O:8][CH3:9])(=[O:7])/[CH:2]=[CH:3]/[C:4]([OH:6])=[O:5].Cl[CH2:11][C:12]([N:14]([CH2:17][CH3:18])[CH2:15][CH3:16])=[O:13].C(=O)([O-])O.[Cs+]. The catalyst is CN1C(=O)CCC1. The product is [C:4]([O:6][CH2:11][C:12](=[O:13])[N:14]([CH2:17][CH3:18])[CH2:15][CH3:16])(=[O:5])/[CH:3]=[CH:2]/[C:1]([O:8][CH3:9])=[O:7]. The yield is 0.510. (4) The reactants are [CH3:1][CH:2]([CH3:10])[C:3](=[O:9])[CH2:4][C:5]([O:7][CH3:8])=[O:6].[CH2:11](O)[CH2:12][OH:13]. The catalyst is C1(C)C=CC=CC=1.CC1C=CC(S(O)(=O)=O)=CC=1. The product is [CH:2]([C:3]1([CH2:4][C:5]([O:7][CH3:8])=[O:6])[O:13][CH2:12][CH2:11][O:9]1)([CH3:10])[CH3:1]. The yield is 0.710. (5) The catalyst is CCO.C1COCC1. The reactants are [F:1][C:2]1[CH:3]=[C:4]([C:9](=[C:23]2[CH2:29][CH2:28][CH2:27][CH2:26][CH2:25][CH2:24]2)[C:10]2[CH:15]=[CH:14][C:13](/[CH:16]=[CH:17]/[C:18]([O:20]CC)=[O:19])=[CH:12][CH:11]=2)[CH:5]=[CH:6][C:7]=1[OH:8].[OH-].[Na+].Cl. The product is [F:1][C:2]1[CH:3]=[C:4]([C:9](=[C:23]2[CH2:29][CH2:28][CH2:27][CH2:26][CH2:25][CH2:24]2)[C:10]2[CH:15]=[CH:14][C:13](/[CH:16]=[CH:17]/[C:18]([OH:20])=[O:19])=[CH:12][CH:11]=2)[CH:5]=[CH:6][C:7]=1[OH:8]. The yield is 0.840. (6) The reactants are [Cl:1][C:2]1[CH:3]=[C:4]([C:9]2([C:15]([OH:17])=O)[CH2:14][CH2:13][CH2:12][CH2:11][CH2:10]2)[CH:5]=[CH:6][C:7]=1[Cl:8].[CH2:18]([NH2:20])[CH3:19]. No catalyst specified. The product is [Cl:1][C:2]1[CH:3]=[C:4]([C:9]2([C:15]([NH:20][CH2:18][CH3:19])=[O:17])[CH2:10][CH2:11][CH2:12][CH2:13][CH2:14]2)[CH:5]=[CH:6][C:7]=1[Cl:8]. The yield is 0.280. (7) The reactants are C(OC([NH:11][C@H:12]([C:30]1[N:34]([C@@H:35]([CH2:39][CH2:40][CH2:41][CH3:42])[C:36]([OH:38])=[O:37])[N:33]=[N:32][N:31]=1)[CH2:13][C:14]1[C:22]2[C:17](=[CH:18][CH:19]=[CH:20][CH:21]=2)[N:16]([C:23]([O:25][C:26]([CH3:29])([CH3:28])[CH3:27])=[O:24])[CH:15]=1)=O)C1C=CC=CC=1. The catalyst is CO.[Pd]. The product is [NH2:11][C@H:12]([C:30]1[N:34]([C@@H:35]([CH2:39][CH2:40][CH2:41][CH3:42])[C:36]([OH:38])=[O:37])[N:33]=[N:32][N:31]=1)[CH2:13][C:14]1[C:22]2[C:17](=[CH:18][CH:19]=[CH:20][CH:21]=2)[N:16]([C:23]([O:25][C:26]([CH3:28])([CH3:29])[CH3:27])=[O:24])[CH:15]=1. The yield is 0.426.